This data is from Full USPTO retrosynthesis dataset with 1.9M reactions from patents (1976-2016). The task is: Predict the reactants needed to synthesize the given product. (1) The reactants are: [CH2:1]=[O:2].[CH3:3][C:4]1[NH:5][C:6]2[CH:12]=[CH:11][CH:10]=[CH:9][C:7]=2[N:8]=1. Given the product [CH3:3][C:4]1[N:8]([CH2:1][OH:2])[C:7]2[CH:9]=[CH:10][CH:11]=[CH:12][C:6]=2[N:5]=1, predict the reactants needed to synthesize it. (2) Given the product [N:10]1[C:9]2[NH:13][CH:14]=[CH:15][C:8]=2[C:7]([C:29]([C:30]2[CH:35]=[CH:34][CH:33]=[CH:32][C:31]=2[CH3:36])=[O:37])=[N:12][CH:11]=1, predict the reactants needed to synthesize it. The reactants are: C([Mg]Cl)(C)C.I[C:7]1[C:8]2[CH:15]=[CH:14][NH:13][C:9]=2[N:10]=[CH:11][N:12]=1.CC1C=CC=C(C)C=1[Mg]Br.CON(C)[C:29](=[O:37])[C:30]1[CH:35]=[CH:34][CH:33]=[CH:32][C:31]=1[CH3:36].[Cl-].[NH4+]. (3) Given the product [Br:15][C:8]1[CH:10]=[CH:11][CH:12]=[C:6]([F:5])[C:7]=1[O:13][CH3:14], predict the reactants needed to synthesize it. The reactants are: N([O-])=O.[Na+].[F:5][C:6]1[C:7]([O:13][CH3:14])=[C:8]([CH:10]=[CH:11][CH:12]=1)N.[BrH:15]. (4) Given the product [F:43][C:35]1[CH:34]=[C:33]([C:30]2[N:29]=[C:28]([C:25]3[CH:26]=[CH:27][C:22]([C:50]4[CH:51]=[CH:52][CH:53]=[CH:54][C:49]=4[O:48][CH3:47])=[C:23]([CH2:44][O:45][CH3:46])[CH:24]=3)[O:32][N:31]=2)[CH:42]=[CH:41][C:36]=1[C:37]([O:39][CH3:40])=[O:38], predict the reactants needed to synthesize it. The reactants are: CC1C=C(C(O)=O)C=CC=1C1C=CC=CC=1C(F)(F)F.Br[C:22]1[CH:27]=[CH:26][C:25]([C:28]2[O:32][N:31]=[C:30]([C:33]3[CH:42]=[CH:41][C:36]([C:37]([O:39][CH3:40])=[O:38])=[C:35]([F:43])[CH:34]=3)[N:29]=2)=[CH:24][C:23]=1[CH2:44][O:45][CH3:46].[CH3:47][O:48][C:49]1[CH:54]=[CH:53][CH:52]=[CH:51][C:50]=1B1OC(C)(C)C(C)(C)O1. (5) Given the product [Br:14][C:15]1[CH:24]=[CH:23][CH:22]=[C:21]2[C:16]=1[CH2:17][CH2:18][N:19]([C:11]([C:9]1[CH:10]=[C:5]3[N:4]=[CH:3][C:2]([Br:1])=[CH:7][N:6]3[N:8]=1)=[O:13])[N:20]2[CH3:25], predict the reactants needed to synthesize it. The reactants are: [Br:1][C:2]1[CH:3]=[N:4][C:5]2[N:6]([N:8]=[C:9]([C:11]([OH:13])=O)[CH:10]=2)[CH:7]=1.[Br:14][C:15]1[CH:24]=[CH:23][CH:22]=[C:21]2[C:16]=1[CH2:17][CH2:18][NH:19][N:20]2[CH3:25]. (6) Given the product [CH3:1][O:2][C:3]([C@@H:5]1[CH2:9][C@@H:8]([S:10]([C:13]2[CH:18]=[CH:17][C:16]([F:19])=[CH:15][C:14]=2[Cl:20])(=[O:12])=[O:11])[CH2:7][N:6]1[C:21]1[N:58]([CH2:51][C:52]2[CH:57]=[CH:56][CH:55]=[CH:54][CH:53]=2)[N:59]=[C:23]([CH3:24])[CH:22]=1)=[O:4], predict the reactants needed to synthesize it. The reactants are: [CH3:1][O:2][C:3]([C@@H:5]1[CH2:9][C@@H:8]([S:10]([C:13]2[CH:18]=[CH:17][C:16]([F:19])=[CH:15][C:14]=2[Cl:20])(=[O:12])=[O:11])[CH2:7][N:6]1[C:21](=O)[CH2:22][C:23](=O)[CH3:24])=[O:4].COC1C=CC(P2(SP(C3C=CC(OC)=CC=3)(=S)S2)=S)=CC=1.Cl.Cl.[CH2:51]([NH:58][NH2:59])[C:52]1[CH:57]=[CH:56][CH:55]=[CH:54][CH:53]=1. (7) The reactants are: [Si:1]([O:8][CH:9]1[C:14]([CH3:16])([CH3:15])[CH2:13][CH2:12][C:11]([C:17]2[C:21]([CH2:22][N:23]([CH3:35])[CH2:24][CH2:25][N:26]([CH3:34])[C:27](=[O:33])[O:28][C:29]([CH3:32])([CH3:31])[CH3:30])=[CH:20][N:19]([CH:36]3[CH2:41][CH2:40][CH2:39][CH2:38][O:37]3)[N:18]=2)=[CH:10]1)([C:4]([CH3:7])([CH3:6])[CH3:5])([CH3:3])[CH3:2]. Given the product [Si:1]([O:8][CH:9]1[C:14]([CH3:15])([CH3:16])[CH2:13][CH2:12][CH:11]([C:17]2[C:21]([CH2:22][N:23]([CH3:35])[CH2:24][CH2:25][N:26]([CH3:34])[C:27](=[O:33])[O:28][C:29]([CH3:30])([CH3:31])[CH3:32])=[CH:20][N:19]([CH:36]3[CH2:41][CH2:40][CH2:39][CH2:38][O:37]3)[N:18]=2)[CH2:10]1)([C:4]([CH3:5])([CH3:6])[CH3:7])([CH3:3])[CH3:2], predict the reactants needed to synthesize it. (8) Given the product [C:1]([O:9][CH:10]1[C:18]2[C:13](=[CH:14][CH:15]=[C:16]([Cl:23])[CH:17]=2)[N:12]([CH2:19][CH2:20][CH3:21])[C:11]1=[O:22])(=[O:8])[C:2]1[CH:3]=[CH:4][CH:5]=[CH:6][CH:7]=1, predict the reactants needed to synthesize it. The reactants are: [C:1]([O:9][CH:10]1[C:18]2[C:13](=[CH:14][CH:15]=[CH:16][CH:17]=2)[N:12]([CH2:19][CH2:20][CH3:21])[C:11]1=[O:22])(=[O:8])[C:2]1[CH:7]=[CH:6][CH:5]=[CH:4][CH:3]=1.[Cl:23]C1C=C2C(=CC=1)N(CCC)C(=O)C2=O.